This data is from Forward reaction prediction with 1.9M reactions from USPTO patents (1976-2016). The task is: Predict the product of the given reaction. Given the reactants [N:1]1[CH:9]=[C:8]2[C:4]([NH:5][C:6]([C:10]3[CH:11]=[C:12]([OH:22])[CH:13]=[C:14]([O:16][C@H:17]4[CH2:21][CH2:20][O:19][CH2:18]4)[CH:15]=3)=[N:7]2)=[N:3][CH:2]=1.Cl[C:24]1[N:25]=[CH:26][C:27]([C:30]([N:32]([CH3:34])[CH3:33])=[O:31])=[N:28][CH:29]=1.C(=O)([O-])[O-].[K+].[K+], predict the reaction product. The product is: [CH3:33][N:32]([CH3:34])[C:30]([C:27]1[CH:26]=[N:25][C:24]([O:22][C:12]2[CH:13]=[C:14]([O:16][C@H:17]3[CH2:21][CH2:20][O:19][CH2:18]3)[CH:15]=[C:10]([C:6]3[NH:5][C:4]4[C:8]([N:7]=3)=[CH:9][N:1]=[CH:2][N:3]=4)[CH:11]=2)=[CH:29][N:28]=1)=[O:31].